This data is from Full USPTO retrosynthesis dataset with 1.9M reactions from patents (1976-2016). The task is: Predict the reactants needed to synthesize the given product. (1) Given the product [CH3:11][CH:12]([CH2:14][CH:33]([O:32][C:31](/[CH:4]=[CH:2]\[C:1]([O:6][CH:7]([CH2:25][CH:24]([CH3:27])[CH3:28])[CH3:8])=[O:5])=[O:38])[CH3:34])[CH3:13], predict the reactants needed to synthesize it. The reactants are: [C:1]([O:6][CH2:7][CH2:8]NC)(=[O:5])[C:2]([CH3:4])=C.[C:11](O)(=O)[C:12]([CH3:14])=[CH2:13].N([C:24]([CH3:28])([CH3:27])[C:25]#N)=N[C:24]([CH3:28])([CH3:27])[C:25]#N.O1[CH2:34][CH2:33][O:32][CH2:31]C1.CC([OH:38])C. (2) The reactants are: Cl[C:2]1[N:7]=[C:6]([CH:8]([CH:11]2[N:15]([CH2:16][CH3:17])[C:14]3[CH:18]=[CH:19][CH:20]=[CH:21][C:13]=3[NH:12]2)[C:9]#[N:10])[CH:5]=[CH:4][N:3]=1.[OH-].[NH4+:23]. Given the product [NH2:23][C:2]1[N:7]=[C:6](/[C:8](=[C:11]2\[NH:12][C:13]3[CH:21]=[CH:20][CH:19]=[CH:18][C:14]=3[N:15]\2[CH2:16][CH3:17])/[C:9]#[N:10])[CH:5]=[CH:4][N:3]=1, predict the reactants needed to synthesize it. (3) Given the product [ClH:7].[NH2:22][C:19]1[CH:20]=[CH:21][C:16]([O:15][C:9]([F:8])([F:25])[C:10]([O:12][CH2:13][CH3:14])=[O:11])=[CH:17][CH:18]=1, predict the reactants needed to synthesize it. The reactants are: C(OCC)(=O)C.[ClH:7].[F:8][C:9]([F:25])([O:15][C:16]1[CH:21]=[CH:20][C:19]([N+:22]([O-])=O)=[CH:18][CH:17]=1)[C:10]([O:12][CH2:13][CH3:14])=[O:11]. (4) Given the product [Cl:19][C:20]1[CH:25]=[C:24]([CH3:26])[CH:23]=[CH:22][C:21]=1[N:27]1[C:28]([S:29][CH2:31][C:32]([O:34][C:4]([CH3:3])([CH3:5])[CH3:6])=[O:33])=[C:16]([Si:13]([CH3:15])([CH3:14])[CH3:12])[N:17]=[N:18]1, predict the reactants needed to synthesize it. The reactants are: [Li]C[CH2:3][CH2:4][CH3:5].[CH3:6]CCCCC.[CH3:12][Si:13]([CH:16]=[N+:17]=[N-:18])([CH3:15])[CH3:14].[Cl:19][C:20]1[CH:25]=[C:24]([CH3:26])[CH:23]=[CH:22][C:21]=1[N:27]=[C:28]=[S:29].Br[CH2:31][C:32]([O:34]CCCC)=[O:33].